From a dataset of Forward reaction prediction with 1.9M reactions from USPTO patents (1976-2016). Predict the product of the given reaction. (1) Given the reactants C([O:5]C1C=CC(SC(C2C=CC(C3SC=CC=3)=CC=2)C(NO)=O)=CC=1)C#CC.[CH2:29]([O:33][C:34]1[CH:39]=[CH:38][C:37]([S:40]([CH:42]([C:47]2[CH:52]=[CH:51][C:50]([C:53]3[S:54][CH:55]=[CH:56][CH:57]=3)=[CH:49][CH:48]=2)[C:43]([NH:45][OH:46])=[O:44])=[O:41])=[CH:36][CH:35]=1)[C:30]#[C:31][CH3:32], predict the reaction product. The product is: [CH2:29]([O:33][C:34]1[CH:35]=[CH:36][C:37]([S:40]([CH:42]([C:47]2[CH:52]=[CH:51][C:50]([C:53]3[S:54][CH:55]=[CH:56][CH:57]=3)=[CH:49][CH:48]=2)[C:43]([NH:45][OH:46])=[O:44])(=[O:5])=[O:41])=[CH:38][CH:39]=1)[C:30]#[C:31][CH3:32]. (2) The product is: [CH3:40][C:33]1[CH:34]=[C:35]([CH3:36])[N:30]2[N:29]=[CH:28][C:27]([C:25]3[N:24]=[C:13]([CH2:12][N:5]4[C:6]5[CH2:7][CH2:8][CH2:9][CH2:10][C:11]=5[C:3]([C:2]([F:1])([F:17])[F:16])=[N:4]4)[O:15][N:26]=3)=[C:31]2[N:32]=1. Given the reactants [F:1][C:2]([F:17])([F:16])[C:3]1[C:11]2[CH2:10][CH2:9][CH2:8][CH2:7][C:6]=2[N:5]([CH2:12][C:13]([OH:15])=O)[N:4]=1.CN(C=O)C.O[N:24]=[C:25]([C:27]1[CH:28]=[N:29][N:30]2[C:35]([C:36](F)(F)F)=[CH:34][C:33]([C:40](F)(F)F)=[N:32][C:31]=12)[NH2:26].Cl.C(N=C=NCCCN(C)C)C.O.ON1C2C=CC=CC=2N=N1, predict the reaction product. (3) Given the reactants [CH3:1][O:2][C:3]1[CH:4]=[C:5]([CH:11]([C:13]2[CH:18]=[CH:17][C:16]([O:19][CH3:20])=[C:15]([N+:21]([O-:23])=[O:22])[CH:14]=2)[OH:12])[CH:6]=[C:7]([O:9][CH3:10])[CH:8]=1, predict the reaction product. The product is: [CH3:10][O:9][C:7]1[CH:6]=[C:5]([C:11]([C:13]2[CH:18]=[CH:17][C:16]([O:19][CH3:20])=[C:15]([N+:21]([O-:23])=[O:22])[CH:14]=2)=[O:12])[CH:4]=[C:3]([O:2][CH3:1])[CH:8]=1. (4) The product is: [CH:35]1[C:48]2[C:39](=[N:40][C:41]3[C:46]([C:47]=2[NH:49][C:50]2[CH:51]=[C:52]([NH:53][C:27]([NH:12][C:9]4[CH:10]=[CH:11][C:6]([N:5]([CH2:13][CH2:14][Cl:15])[CH2:4][CH2:3][Cl:2])=[CH:7][CH:8]=4)=[O:33])[CH:54]=[C:55]([CH2:57][OH:58])[CH:56]=2)=[CH:45][CH:44]=[CH:43][CH:42]=3)[CH:38]=[CH:37][CH:36]=1. Given the reactants Cl.[Cl:2][CH2:3][CH2:4][N:5]([CH2:13][CH2:14][Cl:15])[C:6]1[CH:11]=[CH:10][C:9]([NH2:12])=[CH:8][CH:7]=1.CCN(CC)CC.ClC(Cl)(O[C:27](=[O:33])OC(Cl)(Cl)Cl)Cl.[CH:35]1[C:48]2[C:39](=[N:40][C:41]3[C:46]([C:47]=2[NH:49][C:50]2[CH:51]=[C:52]([CH:54]=[C:55]([CH2:57][OH:58])[CH:56]=2)[NH2:53])=[CH:45][CH:44]=[CH:43][CH:42]=3)[CH:38]=[CH:37][CH:36]=1, predict the reaction product. (5) Given the reactants Cl[C:2]1[CH:7]=[CH:6][N:5]=[C:4]2[C:8](=[C:18]3[CH2:23][CH2:22][N:21]([C:24]([NH:26][C:27]4[CH:28]=[N:29][CH:30]=[CH:31][CH:32]=4)=[O:25])[CH2:20][CH2:19]3)[C:9]3[CH:16]=[CH:15][C:14]([Cl:17])=[CH:13][C:10]=3[CH2:11][CH2:12][C:3]=12.[CH:33]1[CH:34]=[CH:35][C:36]2[N:41]([OH:42])[N:40]=[N:39][C:37]=2[CH:38]=1.[H-].[Na+], predict the reaction product. The product is: [N:41]1([O:42][C:2]2[CH:7]=[CH:6][N:5]=[C:4]3[C:8](=[C:18]4[CH2:23][CH2:22][N:21]([C:24]([NH:26][C:27]5[CH:28]=[N:29][CH:30]=[CH:31][CH:32]=5)=[O:25])[CH2:20][CH2:19]4)[C:9]4[CH:16]=[CH:15][C:14]([Cl:17])=[CH:13][C:10]=4[CH2:11][CH2:12][C:3]=23)[C:36]2[CH:35]=[CH:34][CH:33]=[CH:38][C:37]=2[N:39]=[N:40]1. (6) The product is: [CH2:1]([N:8]1[CH2:12][C@@H:11]2[C@@H:13]([NH:16][C:29]([C:23]3([C:17]4[CH:22]=[CH:21][CH:20]=[CH:19][CH:18]=4)[CH2:28][CH2:27][CH2:26][CH2:25][CH2:24]3)=[O:30])[CH2:14][CH2:15][C@@H:10]2[CH2:9]1)[C:2]1[CH:3]=[CH:4][CH:5]=[CH:6][CH:7]=1. Given the reactants [CH2:1]([N:8]1[CH2:12][C@H:11]2[C@H:13]([NH2:16])[CH2:14][CH2:15][C@H:10]2[CH2:9]1)[C:2]1[CH:7]=[CH:6][CH:5]=[CH:4][CH:3]=1.[C:17]1([C:23]2([C:29](O)=[O:30])[CH2:28][CH2:27][CH2:26][CH2:25][CH2:24]2)[CH:22]=[CH:21][CH:20]=[CH:19][CH:18]=1.C1([C@H](CC)C(O)=O)C=CC=CC=1, predict the reaction product. (7) Given the reactants [CH:1]1([N:6]2[CH2:11][CH2:10][N:9]([C:12]([C:14]3[CH:15]=[C:16]4[C:20](=[CH:21][CH:22]=3)[NH:19][C:18]([C:23]([OH:25])=O)=[CH:17]4)=[O:13])[CH2:8][CH2:7]2)[CH2:5][CH2:4][CH2:3][CH2:2]1.Cl.F[B-](F)(F)F.N1(OC(N(C)C)=[N+](C)C)C2C=[CH:38][CH:39]=[CH:40][C:35]=2[N:34]=N1.N1CCCC1.C(N(CC)C(C)C)(C)C, predict the reaction product. The product is: [CH:1]1([N:6]2[CH2:7][CH2:8][N:9]([C:12]([C:14]3[CH:15]=[C:16]4[C:20](=[CH:21][CH:22]=3)[NH:19][C:18]([C:23]([N:34]3[CH2:35][CH2:40][CH2:39][CH2:38]3)=[O:25])=[CH:17]4)=[O:13])[CH2:10][CH2:11]2)[CH2:2][CH2:3][CH2:4][CH2:5]1. (8) Given the reactants [H-].[Na+].[Br:3][C:4]1[CH:16]=[C:15]2[C:7]([C:8]3[C:9](=[O:17])[CH2:10][CH2:11][CH2:12][C:13]=3[NH:14]2)=[CH:6][CH:5]=1.[CH3:18]I, predict the reaction product. The product is: [Br:3][C:4]1[CH:16]=[C:15]2[C:7]([C:8]3[C:9](=[O:17])[CH2:10][CH2:11][CH2:12][C:13]=3[N:14]2[CH3:18])=[CH:6][CH:5]=1. (9) Given the reactants C(#N)C.C(=O)([O-])[O-].[K+].[K+].[F:10][C:11]1[CH:12]=[CH:13][C:14]2[N:15]([CH:17]=[C:18]([C:20]([NH:22][C@H:23]3[CH2:28][CH2:27][C@@H:26]([N:29]4[C:34](=[O:35])[C:33]5[CH:36]=[C:37]([F:40])[CH:38]=[N:39][C:32]=5[N:31]([C:41]5[CH:46]=[CH:45][CH:44]=[C:43](B6OC(C)(C)C(C)(C)O6)[CH:42]=5)[C:30]4=[O:56])[CH2:25][CH2:24]3)=[O:21])[N:19]=2)[CH:16]=1.[OH:57][C:58]1[CH:59]=[C:60]([CH:63]=[CH:64][C:65]=1I)[CH:61]=[O:62], predict the reaction product. The product is: [F:10][C:11]1[CH:12]=[CH:13][C:14]2[N:15]([CH:17]=[C:18]([C:20]([NH:22][C@H:23]3[CH2:24][CH2:25][C@@H:26]([N:29]4[C:34](=[O:35])[C:33]5[CH:36]=[C:37]([F:40])[CH:38]=[N:39][C:32]=5[N:31]([C:41]5[CH:42]=[C:43]([C:65]6[CH:64]=[CH:63][C:60]([CH:61]=[O:62])=[CH:59][C:58]=6[OH:57])[CH:44]=[CH:45][CH:46]=5)[C:30]4=[O:56])[CH2:27][CH2:28]3)=[O:21])[N:19]=2)[CH:16]=1.